Dataset: Full USPTO retrosynthesis dataset with 1.9M reactions from patents (1976-2016). Task: Predict the reactants needed to synthesize the given product. (1) Given the product [CH:24]1([CH2:23][O:22][C:19]2[CH:20]=[CH:21][C:16]3[N:15]=[C:13]([C:11]4[O:10][N:9]=[C:8]([O:7][CH2:6][C@@H:5]([NH:4][C:1](=[O:3])[CH3:2])[CH3:41])[CH:12]=4)[S:27][C:17]=3[CH:18]=2)[CH2:26][CH2:25]1, predict the reactants needed to synthesize it. The reactants are: [C:1]([NH:4][C@@H:5]([CH3:41])[CH2:6][O:7][C:8]1[CH:12]=[C:11]([C:13]([NH:15][C:16]2[CH:21]=[CH:20][C:19]([O:22][CH2:23][CH:24]3[CH2:26][CH2:25]3)=[CH:18][C:17]=2[S:27]CCC(OCC(CC)CCCC)=O)=O)[O:10][N:9]=1)(=[O:3])[CH3:2].[O-]CC.[Na+].FC(F)(F)C(O)=O.C(=O)([O-])O.[Na+]. (2) Given the product [Br:1][C:2]1[CH:11]=[C:10]2[C:5]([CH:6]=[CH:7][N:8]([CH2:20][CH2:21][OH:22])[C:9]2=[O:12])=[CH:4][CH:3]=1, predict the reactants needed to synthesize it. The reactants are: [Br:1][C:2]1[CH:11]=[C:10]2[C:5]([CH:6]=[CH:7][NH:8][C:9]2=[O:12])=[CH:4][CH:3]=1.C(=O)([O-])[O-].[K+].[K+].Br[CH2:20][CH2:21][OH:22].O. (3) Given the product [S:28]1[CH2:27][CH2:26][CH:25]([N:10]2[C:11]3[CH:24]=[CH:23][CH:22]=[CH:21][C:12]=3[NH:13][C:9]2=[O:8])[CH2:30][CH2:29]1, predict the reactants needed to synthesize it. The reactants are: C(C(O)=O)(F)(F)F.[O:8]=[C:9]1[N:13](C(OC(C)(C)C)=O)[C:12]2[CH:21]=[CH:22][CH:23]=[CH:24][C:11]=2[N:10]1[CH:25]1[CH2:30][CH2:29][S:28][CH2:27][CH2:26]1. (4) Given the product [CH2:1]1[CH2:8][C@H:7]([NH2:9])[C:5](=[O:6])[NH:4][CH2:3][CH2:2]1.[CH2:1]1[CH2:8][C@@H:7]([NH2:9])[C:5](=[O:6])[NH:4][CH2:3][CH2:2]1, predict the reactants needed to synthesize it. The reactants are: [CH2:1]1[CH2:8][C@@H:7]([NH2:9])[C:5](=[O:6])[NH:4][CH2:3][CH2:2]1.CC1C(O)=C(C=O)C(COP(O)(O)=O)=CN=1.OP(O)(O)=O.